From a dataset of CYP3A4 substrate classification data from Carbon-Mangels et al.. Regression/Classification. Given a drug SMILES string, predict its absorption, distribution, metabolism, or excretion properties. Task type varies by dataset: regression for continuous measurements (e.g., permeability, clearance, half-life) or binary classification for categorical outcomes (e.g., BBB penetration, CYP inhibition). Dataset: cyp3a4_substrate_carbonmangels. (1) The compound is C[C@@H](Cc1ccccc1)N(C)Cc1ccccc1. The result is 1 (substrate). (2) The drug is CS(=O)(=O)OCCCCOS(C)(=O)=O. The result is 1 (substrate). (3) The compound is C[C@]12C[C@H](O)[C@H]3[C@@H](CCC4=CC(=O)CC[C@@]43C)[C@@H]1CC[C@]2(O)C(=O)CO. The result is 1 (substrate). (4) The molecule is COC(=O)C1=C(C)NC(C)=C(C(=O)OC(C)C)[C@H]1c1cccc2nonc12. The result is 1 (substrate). (5) The compound is CC(C)(Oc1ccc([C@@H]2CC2(Cl)Cl)cc1)C(=O)O. The result is 1 (substrate). (6) The molecule is CCOC(=O)c1cncn1[C@H](C)c1ccccc1. The result is 0 (non-substrate). (7) The compound is CO[C@H]1C=CO[C@@]2(C)Oc3c(C)c(O)c4c(O)c(c(/C=N\N5CCN(C)CC5)c(O)c4c3C2=O)NC(=O)C(C)=CC=C[C@H](C)[C@H](O)[C@@H](C)[C@@H](O)[C@@H](C)[C@H](OC(C)=O)[C@H]1C. The result is 1 (substrate). (8) The result is 1 (substrate). The compound is COc1ccccc1OCCNC[C@H](O)COc1cccc2[nH]c3ccccc3c12.